The task is: Predict the reactants needed to synthesize the given product.. This data is from Full USPTO retrosynthesis dataset with 1.9M reactions from patents (1976-2016). (1) Given the product [F:32][C:29]([F:30])([F:31])[C:28]([N:17]1[CH2:18][CH:8]2[CH2:9][CH2:10][CH:11]([C:12]3[C:6]2=[CH:5][C:4]([N+:1]([O-:3])=[O:2])=[CH:14][CH:13]=3)[CH2:15]1)=[O:33], predict the reactants needed to synthesize it. The reactants are: [N+:1]([C:4]1[CH:14]=[CH:13][C:12]2[CH:11]3[CH2:15]CN([CH2:8][CH2:9][CH2:10]3)[C:6]=2[CH:5]=1)([O-:3])=[O:2].[N:17]1C=CC=C[CH:18]=1.[F:30][C:29]([F:32])([F:31])[C:28](O[C:28](=[O:33])[C:29]([F:32])([F:31])[F:30])=[O:33].Cl. (2) Given the product [Br:1][C:2]1[N:6]([CH3:7])[N:5]=[C:4]([C:8]([NH:25][CH2:26][CH2:27][OH:28])=[O:10])[CH:3]=1, predict the reactants needed to synthesize it. The reactants are: [Br:1][C:2]1[N:6]([CH3:7])[N:5]=[C:4]([C:8]([OH:10])=O)[CH:3]=1.C1C=CC2N(O)N=NC=2C=1.C(Cl)CCl.[NH2:25][CH2:26][CH2:27][OH:28].C(N(C(C)C)C(C)C)C. (3) Given the product [Br:24][CH2:16][CH2:15][CH2:14][CH2:13][CH2:12][CH2:11][CH2:10][CH2:9][C:4]1[CH:5]=[CH:6][C:7]([Cl:8])=[C:2]([Cl:1])[CH:3]=1, predict the reactants needed to synthesize it. The reactants are: [Cl:1][C:2]1[CH:3]=[C:4]([CH2:9][CH2:10][CH2:11][CH2:12][CH2:13][CH2:14][CH2:15][CH2:16]O)[CH:5]=[CH:6][C:7]=1[Cl:8].O.C(OCC)C.[BrH:24]. (4) The reactants are: [CH:1]1([C:6](=[NH:8])[NH2:7])[CH2:5][CH2:4][CH2:3][CH2:2]1.[F:9][C:10]([F:20])([F:19])[C:11](=O)[CH2:12][C:13](OCC)=[O:14].C[O-].[Na+]. Given the product [CH:1]1([C:6]2[N:7]=[C:13]([OH:14])[CH:12]=[C:11]([C:10]([F:20])([F:19])[F:9])[N:8]=2)[CH2:5][CH2:4][CH2:3][CH2:2]1, predict the reactants needed to synthesize it. (5) The reactants are: [Cl:1][C:2]1[CH:7]=[CH:6][C:5]([C@@H:8]([O:13][C:14]2[CH:15]=[C:16]([N:20]3[CH2:37][CH2:36][C:23]4([CH2:27][N:26](C(O)=O)[C@H:25]([C:31]([O:33]CC)=[O:32])[CH2:24]4)[CH2:22][CH2:21]3)[N:17]=[N:18][CH:19]=2)[C:9]([F:12])([F:11])[F:10])=[C:4]([N:38]2[CH:42]=[CH:41][C:40]([CH3:43])=[N:39]2)[CH:3]=1.[Li+].[OH-]. Given the product [Cl:1][C:2]1[CH:7]=[CH:6][C:5]([C@@H:8]([O:13][C:14]2[CH:15]=[C:16]([N:20]3[CH2:37][CH2:36][C:23]4([CH2:27][NH:26][C@H:25]([C:31]([OH:33])=[O:32])[CH2:24]4)[CH2:22][CH2:21]3)[N:17]=[N:18][CH:19]=2)[C:9]([F:10])([F:11])[F:12])=[C:4]([N:38]2[CH:42]=[CH:41][C:40]([CH3:43])=[N:39]2)[CH:3]=1, predict the reactants needed to synthesize it.